This data is from Forward reaction prediction with 1.9M reactions from USPTO patents (1976-2016). The task is: Predict the product of the given reaction. (1) Given the reactants Br[C:2]1[C:3]([C:16]2[CH:21]=[CH:20][CH:19]=[CH:18][CH:17]=2)=[N:4][C:5]2[C:10]([N:11]=1)=[CH:9][C:8]([C:12]([O:14][CH3:15])=[O:13])=[CH:7][CH:6]=2.[NH:22]1[CH2:27][CH2:26][O:25][CH2:24][CH2:23]1.CCN(C(C)C)C(C)C, predict the reaction product. The product is: [O:25]1[CH2:26][CH2:27][N:22]([C:2]2[C:3]([C:16]3[CH:21]=[CH:20][CH:19]=[CH:18][CH:17]=3)=[N:4][C:5]3[C:10]([N:11]=2)=[CH:9][C:8]([C:12]([O:14][CH3:15])=[O:13])=[CH:7][CH:6]=3)[CH2:23][CH2:24]1. (2) Given the reactants [C:1]12([NH:11][C:12]3[CH:17]=[C:16](Cl)[N:15]=[CH:14][N:13]=3)[CH2:10][CH:5]3[CH2:6][CH:7]([CH2:9][CH:3]([CH2:4]3)[CH2:2]1)[CH2:8]2.[CH3:19][O:20][C:21]1[CH:26]=[CH:25][C:24]([NH2:27])=[CH:23][CH:22]=1.C1C=CC(P(C2C(C3C(P(C4C=CC=CC=4)C4C=CC=CC=4)=CC=C4C=3C=CC=C4)=C3C(C=CC=C3)=CC=2)C2C=CC=CC=2)=CC=1, predict the reaction product. The product is: [C:1]12([NH:11][C:12]3[CH:17]=[C:16]([NH:27][C:24]4[CH:25]=[CH:26][C:21]([O:20][CH3:19])=[CH:22][CH:23]=4)[N:15]=[CH:14][N:13]=3)[CH2:10][CH:5]3[CH2:6][CH:7]([CH2:9][CH:3]([CH2:4]3)[CH2:2]1)[CH2:8]2. (3) Given the reactants Br[C:2]1[CH:7]=[CH:6][C:5]([N:8]([CH2:11][CH3:12])[CH2:9][CH3:10])=[CH:4][CH:3]=1.C([Li])CCC.[B:18](OC(C)C)([O:23]C(C)C)[O:19]C(C)C, predict the reaction product. The product is: [CH2:9]([N:8]([CH2:11][CH3:12])[C:5]1[CH:6]=[CH:7][C:2]([B:18]([OH:23])[OH:19])=[CH:3][CH:4]=1)[CH3:10].